Dataset: Catalyst prediction with 721,799 reactions and 888 catalyst types from USPTO. Task: Predict which catalyst facilitates the given reaction. (1) Reactant: [F:1][C:2]([F:23])([F:22])[C:3]([N:5]([CH3:21])[C:6]1[CH:11]=[C:10]([C:12]2[CH:17]=[CH:16][CH:15]=[CH:14][C:13]=2[CH3:18])[C:9]([NH:19][CH3:20])=[CH:8][N:7]=1)=[O:4].CCN(C(C)C)C(C)C.[F:33][C:34]([F:49])([F:48])[C:35]1[CH:36]=[C:37]([CH:41]=[C:42]([C:44]([F:47])([F:46])[F:45])[CH:43]=1)[C:38](Cl)=[O:39]. Product: [CH3:20][N:19]([C:9]1[CH:8]=[N:7][C:6]([N:5]([CH3:21])[C:3](=[O:4])[C:2]([F:1])([F:22])[F:23])=[CH:11][C:10]=1[C:12]1[CH:17]=[CH:16][CH:15]=[CH:14][C:13]=1[CH3:18])[C:38](=[O:39])[C:37]1[CH:41]=[C:42]([C:44]([F:45])([F:46])[F:47])[CH:43]=[C:35]([C:34]([F:33])([F:48])[F:49])[CH:36]=1. The catalyst class is: 1. (2) Reactant: [CH2:1]1[C:9]2[C:4](=[CH:5][C:6]([OH:10])=[CH:7][CH:8]=2)[CH2:3][CH2:2]1.[OH-].[Na+].[Br:13][CH:14](C(Br)C)C.S([O-])(O)(=O)=O.[C:24]([NH3+])([CH3:27])([CH3:26])C. Product: [Br:13][CH2:14][CH2:26][CH2:24][CH2:27][O:10][C:6]1[CH:5]=[C:4]2[C:9](=[CH:8][CH:7]=1)[CH2:1][CH2:2][CH2:3]2. The catalyst class is: 2.